Dataset: Full USPTO retrosynthesis dataset with 1.9M reactions from patents (1976-2016). Task: Predict the reactants needed to synthesize the given product. (1) Given the product [CH3:11][C:8]1([CH3:12])[O:7][C@@:6]([CH3:13])([CH:4]=[O:5])[CH2:10][O:9]1, predict the reactants needed to synthesize it. The reactants are: CON(C)[C:4]([C@@:6]1([CH3:13])[CH2:10][O:9][C:8]([CH3:12])([CH3:11])[O:7]1)=[O:5].[H-].[H-].[H-].[H-].[Li+].[Al+3].[NH4+].[Cl-]. (2) The reactants are: [Br:1][CH2:2][C:3]([C:5]1[C:14]2[C:9](=[CH:10][CH:11]=[CH:12][CH:13]=2)[C:8]([F:15])=[CH:7][CH:6]=1)=O.[NH:16]1[CH2:20][CH2:19][NH:18][C:17]1=[S:21].CCO. Given the product [BrH:1].[F:15][C:8]1[C:9]2[C:14](=[CH:13][CH:12]=[CH:11][CH:10]=2)[C:5]([C:3]2[N:18]3[CH2:19][CH2:20][N:16]=[C:17]3[S:21][CH:2]=2)=[CH:6][CH:7]=1, predict the reactants needed to synthesize it. (3) Given the product [F:35][C:36]1[CH:41]=[CH:40][C:39]([C:42]2([CH2:48][CH2:49][C:50]3[O:34][N:33]=[C:29]4[C:30]5[C:25]([CH2:26][CH2:27][C:28]=34)=[CH:24][C:23]([CH:21]=[CH2:22])=[CH:32][CH:31]=5)[CH2:47][CH2:46][CH2:45][CH2:44][CH2:43]2)=[CH:38][CH:37]=1, predict the reactants needed to synthesize it. The reactants are: C(NC(C)C)(C)C.C([Li])CCC.[Li+].CC([N-]C(C)C)C.[CH:21]([C:23]1[CH:24]=[C:25]2[C:30](=[CH:31][CH:32]=1)/[C:29](=[N:33]/[OH:34])/[CH2:28][CH2:27][CH2:26]2)=[CH2:22].[F:35][C:36]1[CH:41]=[CH:40][C:39]([C:42]2([CH2:48][CH2:49][C:50](OCC)=O)[CH2:47][CH2:46][CH2:45][CH2:44][CH2:43]2)=[CH:38][CH:37]=1.O.C1(C)C=CC(S(O)(=O)=O)=CC=1. (4) Given the product [C:23]1([S:22][CH2:21][CH2:20][C:5]([CH2:11][CH2:12][S:13][C:14]2[CH:15]=[CH:16][CH:17]=[CH:18][CH:19]=2)([C:4]([OH:29])=[O:3])[C:6]([OH:8])=[O:7])[CH:24]=[CH:25][CH:26]=[CH:27][CH:28]=1, predict the reactants needed to synthesize it. The reactants are: C([O:3][C:4](=[O:29])[C:5]([CH2:20][CH2:21][S:22][C:23]1[CH:28]=[CH:27][CH:26]=[CH:25][CH:24]=1)([CH2:11][CH2:12][S:13][C:14]1[CH:19]=[CH:18][CH:17]=[CH:16][CH:15]=1)[C:6]([O:8]CC)=[O:7])C.[OH-].[Li+].